From a dataset of Experimentally validated miRNA-target interactions with 360,000+ pairs, plus equal number of negative samples. Binary Classification. Given a miRNA mature sequence and a target amino acid sequence, predict their likelihood of interaction. (1) The miRNA is mmu-miR-654-5p with sequence UGGUAAGCUGCAGAACAUGUGU. The protein sequence of the target gene is MEPGLLRPAPVSEVIVLHYNYTGKLRGARYQPGAGLRADAAVCLAVCAFIVLENLAVLLVLVRHPRFHAPMFLLLGSLTLSDLLAGAAYATNILLSGPLTLRLSPALWFAREGGVFVALAASVLSLLAIALERHLTMARRGPAPAASRARTLAMAVAAWGASLLLGLLPALGWNCLGRLETCSTVLPLYAKAYVLFCVLAFLGILAAICALYARIYCQVRANARRLRAGPGSRRATSSSRSRHTPRSLALLRTLSVVLLAFVACWGPLFLLLLLDVACPARACPVLLQADPFLGLAMANS.... Result: 0 (no interaction). (2) The miRNA is mmu-miR-669f-3p with sequence CAUAUACAUACACACACACGUAU. The protein sequence of the target gene is MCKDYVYDIDIEQIAKEEQGEALKLQASTSTEVSQQQCSVPGLGEKYPTWETTKPELELLGHNPRRRRIASSFTIGLRGLINLGNTCFMNCIVQALTHTPILRDFFLSDRHRCEMPSPELCLVCEMSSLFRELYSGNPSPHVPYKLLHLVWIHARHLAGYRQQDAHEFLIAALDVLHRHCKGDDVGKVASNPNHCNCIIDQIFTGGLQSDVTCQACHGVSTTIDPCWDISLDLPGSCTSFWPMSPGRESSLNGESHIPGITTLTDCLRRFTRPEHLGSSAKIKCGSCQSYQESTKQLTMK.... Result: 0 (no interaction). (3) The miRNA is mmu-miR-380-3p with sequence UAUGUAGUAUGGUCCACAUCUU. The protein sequence of the target gene is MVVLLCLCVLLWEEAHGWGFKNGIFHNSIWLEQAAGVYHREARAGRYKLTYAEAKAVCEFEGGRLATYKQLEAARKIGFHVCAAGWMAKGRVGYPIVKPGPNCGFGKTGIIDYGIRLNRSERWDAYCYNPHAKECGGVFTDPKRIFKSPGFPNEYDDNQVCYWHIRLKYGQRIHLSFLDFDLEHDPGCLADYVEIYDSYDDVHGFVGRYCGDELPEDIISTGNVMTLKFLSDASVTAGGFQIKYVTVDPASKSSQAKNTSTTGNKKFLPGRFSHL. Result: 0 (no interaction). (4) The miRNA is mmu-miR-92a-3p with sequence UAUUGCACUUGUCCCGGCCUG. The protein sequence of the target gene is MSPAPRPSRSLLLPLLTLGTALASLGWAQGSNFSPEAWLQQYGYLPPGDLRTHTQRSPQSLSAAIAAMQKFYGLQVTGKADLATMMAMRRPRCGVPDKFGTEIKANVRRKRYAIQGLKWQHNEITFCIQNYTPKVGEYATFEAIRKAFRVWESATPLRFREVPYAYIREGHEKQADIMILFAEGFHGDSTPFDGEGGFLAHAYFPGPNIGGDTHFDSAEPWTVQNEDLNGNDIFLVAVHELGHALGLEHSNDPSAIMAPFYQWMDTENFVLPDDDRRGIQQLYGSKSGSPTKMPPQPRTT.... Result: 0 (no interaction).